Dataset: NCI-60 drug combinations with 297,098 pairs across 59 cell lines. Task: Regression. Given two drug SMILES strings and cell line genomic features, predict the synergy score measuring deviation from expected non-interaction effect. (1) Drug 1: CC1=CC2C(CCC3(C2CCC3(C(=O)C)OC(=O)C)C)C4(C1=CC(=O)CC4)C. Drug 2: CN(CC1=CN=C2C(=N1)C(=NC(=N2)N)N)C3=CC=C(C=C3)C(=O)NC(CCC(=O)O)C(=O)O. Cell line: CAKI-1. Synergy scores: CSS=7.99, Synergy_ZIP=-5.51, Synergy_Bliss=-6.80, Synergy_Loewe=-17.7, Synergy_HSA=-4.67. (2) Drug 1: CN1CCC(CC1)COC2=C(C=C3C(=C2)N=CN=C3NC4=C(C=C(C=C4)Br)F)OC. Drug 2: CC1OCC2C(O1)C(C(C(O2)OC3C4COC(=O)C4C(C5=CC6=C(C=C35)OCO6)C7=CC(=C(C(=C7)OC)O)OC)O)O. Cell line: MCF7. Synergy scores: CSS=36.2, Synergy_ZIP=4.99, Synergy_Bliss=5.09, Synergy_Loewe=-0.258, Synergy_HSA=7.05. (3) Drug 1: C1CCN(CC1)CCOC2=CC=C(C=C2)C(=O)C3=C(SC4=C3C=CC(=C4)O)C5=CC=C(C=C5)O. Drug 2: CNC(=O)C1=NC=CC(=C1)OC2=CC=C(C=C2)NC(=O)NC3=CC(=C(C=C3)Cl)C(F)(F)F. Cell line: MDA-MB-435. Synergy scores: CSS=-4.77, Synergy_ZIP=5.28, Synergy_Bliss=10.4, Synergy_Loewe=-1.80, Synergy_HSA=-0.184. (4) Drug 1: CS(=O)(=O)C1=CC(=C(C=C1)C(=O)NC2=CC(=C(C=C2)Cl)C3=CC=CC=N3)Cl. Drug 2: CN1CCC(CC1)COC2=C(C=C3C(=C2)N=CN=C3NC4=C(C=C(C=C4)Br)F)OC. Cell line: SK-MEL-2. Synergy scores: CSS=-3.01, Synergy_ZIP=2.51, Synergy_Bliss=4.55, Synergy_Loewe=-2.46, Synergy_HSA=-0.517.